The task is: Predict the product of the given reaction.. This data is from Forward reaction prediction with 1.9M reactions from USPTO patents (1976-2016). (1) The product is: [F:19][C:18]([F:21])([F:20])[C:15]1[CH:16]=[CH:17][C:12]([CH2:11][C:8]2[CH:9]=[CH:10][C:5]([O:4][C:2]([N:33]3[CH2:34][CH2:35][CH:30]([CH2:29][C:26]4[CH:25]=[CH:24][C:23]([CH3:22])=[CH:28][N:27]=4)[CH2:31][CH2:32]3)=[O:3])=[CH:6][CH:7]=2)=[CH:13][CH:14]=1. Given the reactants Cl[C:2]([O:4][C:5]1[CH:10]=[CH:9][C:8]([CH2:11][C:12]2[CH:17]=[CH:16][C:15]([C:18]([F:21])([F:20])[F:19])=[CH:14][CH:13]=2)=[CH:7][CH:6]=1)=[O:3].[CH3:22][C:23]1[CH:24]=[CH:25][C:26]([CH2:29][CH:30]2[CH2:35][CH2:34][NH:33][CH2:32][CH2:31]2)=[N:27][CH:28]=1, predict the reaction product. (2) Given the reactants [Cl:1][C:2]1[CH:3]=[C:4]2[C:8](=[CH:9][CH:10]=1)[NH:7][CH:6]=[C:5]2[CH2:11][CH2:12][NH:13][C:14](=[O:23])[C:15]1[CH:20]=[CH:19][CH:18]=[C:17]([CH2:21]Cl)[CH:16]=1.[F:24][C:25]1[C:30]([O:31][CH3:32])=[CH:29][CH:28]=[CH:27][C:26]=1B(O)O.ClCCl.C(=O)([O-])[O-].[Na+].[Na+].[I-].[Na+], predict the reaction product. The product is: [Cl:1][C:2]1[CH:3]=[C:4]2[C:8](=[CH:9][CH:10]=1)[NH:7][CH:6]=[C:5]2[CH2:11][CH2:12][NH:13][C:14](=[O:23])[C:15]1[CH:20]=[CH:19][CH:18]=[C:17]([CH2:21][C:26]2[CH:27]=[CH:28][CH:29]=[C:30]([O:31][CH3:32])[C:25]=2[F:24])[CH:16]=1. (3) Given the reactants [S:1]1[CH:5]=[CH:4][CH:3]=[C:2]1[C:6](Cl)=[O:7].Br[C:10]1[CH:18]=[CH:17][C:16]([O:19][CH3:20])=[CH:15][C:11]=1[C:12]([OH:14])=[O:13], predict the reaction product. The product is: [CH3:20][O:19][C:16]1[CH:17]=[CH:18][C:10]([C:6]([C:2]2[S:1][CH:5]=[CH:4][CH:3]=2)=[O:7])=[C:11]([CH:15]=1)[C:12]([OH:14])=[O:13].